Dataset: Full USPTO retrosynthesis dataset with 1.9M reactions from patents (1976-2016). Task: Predict the reactants needed to synthesize the given product. (1) Given the product [CH2:16]([NH:19][C:20]1[N:21]=[C:22]([NH:30][C:1](=[O:5])[NH:34][CH2:31][CH:32]=[CH2:33])[C:23]2[S:28][CH:27]=[C:26]([CH3:29])[C:24]=2[N:25]=1)[CH:17]=[CH2:18], predict the reactants needed to synthesize it. The reactants are: [C:1]([O:5]C(OC(OC(C)(C)C)=O)=O)(C)(C)C.[CH2:16]([NH:19][C:20]1[N:21]=[C:22]([NH2:30])[C:23]2[S:28][CH:27]=[C:26]([CH3:29])[C:24]=2[N:25]=1)[CH:17]=[CH2:18].[CH2:31]([NH2:34])[CH:32]=[CH2:33].C(OCC)(=O)C.CCCCCC. (2) Given the product [CH3:45][NH:46][C:47]([O:1][C:2]1[CH:3]=[C:4]([C:8]2[CH2:14][C@H:13]3[N:10]([C:11](=[O:22])[C@@H:12]3[C@H:15]([O:17][Si:18]([CH3:20])([CH3:21])[CH3:19])[CH3:16])[C:9]=2[C:23]([O:25][CH2:26][C:27]2[CH:32]=[CH:31][C:30]([N+:33]([O-:35])=[O:34])=[CH:29][CH:28]=2)=[O:24])[CH:5]=[CH:6][CH:7]=1)=[O:48], predict the reactants needed to synthesize it. The reactants are: [OH:1][C:2]1[CH:3]=[C:4]([C:8]2[CH2:14][C@H:13]3[N:10]([C:11](=[O:22])[C@@H:12]3[C@H:15]([O:17][Si:18]([CH3:21])([CH3:20])[CH3:19])[CH3:16])[C:9]=2[C:23]([O:25][CH2:26][C:27]2[CH:32]=[CH:31][C:30]([N+:33]([O-:35])=[O:34])=[CH:29][CH:28]=2)=[O:24])[CH:5]=[CH:6][CH:7]=1.C(N(CC)C(C)C)(C)C.[CH3:45][N:46]=[C:47]=[O:48].C(OCC)(=O)C.